This data is from Full USPTO retrosynthesis dataset with 1.9M reactions from patents (1976-2016). The task is: Predict the reactants needed to synthesize the given product. (1) Given the product [CH3:2][O:3][C:4](=[O:17])[C@H:5]([NH:6][S:32]([C:30]1[CH:31]=[C:26]([Br:25])[CH:27]=[CH:28][C:29]=1[OH:36])(=[O:33])=[O:34])[CH2:7][C:8]1[C:16]2[C:11](=[CH:12][CH:13]=[CH:14][CH:15]=2)[NH:10][CH:9]=1, predict the reactants needed to synthesize it. The reactants are: Cl.[CH3:2][O:3][C:4](=[O:17])[C@@H:5]([CH2:7][C:8]1[C:16]2[C:11](=[CH:12][CH:13]=[CH:14][CH:15]=2)[NH:10][CH:9]=1)[NH2:6].C(N(CC)CC)C.[Br:25][C:26]1[CH:27]=[CH:28][C:29]([OH:36])=[C:30]([S:32](Cl)(=[O:34])=[O:33])[CH:31]=1.Cl. (2) The reactants are: [N:1]1[CH:6]=[C:5]([C:7]2[CH:14]=[CH:13][C:10]([CH:11]=O)=[CH:9][CH:8]=2)[CH:4]=[N:3][CH:2]=1.N1(C2C=C[C:23]([CH:24]=[O:25])=CC=2)C=CC=N1. Given the product [N:1]1[CH:6]=[C:5]([C:7]2[CH:14]=[CH:13][C:10]([CH:11]=[CH:23][CH:24]=[O:25])=[CH:9][CH:8]=2)[CH:4]=[N:3][CH:2]=1, predict the reactants needed to synthesize it. (3) Given the product [F:1][C:2]1[CH:3]=[C:4]([C@H:9]2[C@H:13]([NH:14][C:15]([NH:17][C:18]3[N:22]([C:23]4[CH:28]=[CH:27][CH:26]=[CH:25][CH:24]=4)[N:21]=[C:20]([O:29][CH2:30][CH3:31])[C:19]=3[CH3:32])=[O:16])[CH2:12][N:11]([CH2:33][C:34]([OH:36])=[O:35])[CH2:10]2)[CH:5]=[CH:6][C:7]=1[F:8], predict the reactants needed to synthesize it. The reactants are: [F:1][C:2]1[CH:3]=[C:4]([C@H:9]2[C@H:13]([NH:14][C:15]([NH:17][C:18]3[N:22]([C:23]4[CH:28]=[CH:27][CH:26]=[CH:25][CH:24]=4)[N:21]=[C:20]([O:29][CH2:30][CH3:31])[C:19]=3[CH3:32])=[O:16])[CH2:12][N:11]([CH2:33][C:34]([O-:36])=[O:35])[CH2:10]2)[CH:5]=[CH:6][C:7]=1[F:8].[Li+].[OH-].